Task: Predict the reactants needed to synthesize the given product.. Dataset: Full USPTO retrosynthesis dataset with 1.9M reactions from patents (1976-2016) (1) The reactants are: [OH:1][C:2]1([CH:13]([N+:15]([O-:17])=[O:16])[CH3:14])[CH2:5][N:4](C(OC(C)(C)C)=O)[CH2:3]1.[ClH:18]. Given the product [ClH:18].[N+:15]([CH:13]([C:2]1([OH:1])[CH2:5][NH:4][CH2:3]1)[CH3:14])([O-:17])=[O:16], predict the reactants needed to synthesize it. (2) The reactants are: C(O[C:4]([C:6]1[N:11]2[N:12]=[C:13]([NH2:15])[N:14]=[C:10]2[CH:9]=[C:8]([C:16]2[CH:17]=[N:18][CH:19]=[CH:20][CH:21]=2)[CH:7]=1)=[O:5])C.[CH2:22]([NH2:24])[CH3:23]. Given the product [CH2:22]([NH:24][C:4]([C:6]1[N:11]2[N:12]=[C:13]([NH2:15])[N:14]=[C:10]2[CH:9]=[C:8]([C:16]2[CH:17]=[N:18][CH:19]=[CH:20][CH:21]=2)[CH:7]=1)=[O:5])[CH3:23], predict the reactants needed to synthesize it. (3) Given the product [ClH:21].[ClH:21].[N:1]1[CH:6]=[CH:5][CH:4]=[C:3]([CH2:7][N:8]2[CH2:13][CH2:12][NH:11][CH2:10][CH2:9]2)[CH:2]=1, predict the reactants needed to synthesize it. The reactants are: [N:1]1[CH:6]=[CH:5][CH:4]=[C:3]([CH2:7][N:8]2[CH2:13][CH2:12][N:11](C(OC(C)(C)C)=O)[CH2:10][CH2:9]2)[CH:2]=1.[ClH:21].